This data is from Reaction yield outcomes from USPTO patents with 853,638 reactions. The task is: Predict the reaction yield, written as a fraction of the theoretical maximum amount of product (1.0 means a 100% yield; for example, 0.34 means a 34% yield). The reactants are [OH:1][C:2]1[CH:3]=[C:4]([CH:7]=[CH:8][C:9]=1[O:10][CH3:11])[CH:5]=[O:6].C([O-])([O-])=O.[K+].[K+].Br[CH2:19][CH2:20][F:21]. The catalyst is CN(C=O)C. The product is [F:21][CH2:20][CH2:19][O:1][C:2]1[CH:3]=[C:4]([CH:7]=[CH:8][C:9]=1[O:10][CH3:11])[CH:5]=[O:6]. The yield is 0.970.